This data is from Reaction yield outcomes from USPTO patents with 853,638 reactions. The task is: Predict the reaction yield, written as a fraction of the theoretical maximum amount of product (1.0 means a 100% yield; for example, 0.34 means a 34% yield). (1) The reactants are [N:1]12[CH2:8][CH2:7][C:4]([C:9]([C:17]3[CH:22]=[CH:21][CH:20]=[CH:19][CH:18]=3)([C:11]3[CH:16]=[CH:15][CH:14]=[CH:13][CH:12]=3)[OH:10])([CH2:5][CH2:6]1)[CH2:3][CH2:2]2.[N+:23]([C:26]1[CH:27]=[C:28]([O:32][CH2:33][CH2:34][CH2:35][Br:36])[CH:29]=[CH:30][CH:31]=1)([O-:25])=[O:24]. The catalyst is CC#N. The product is [Br-:36].[OH:10][C:9]([C:17]1[CH:22]=[CH:21][CH:20]=[CH:19][CH:18]=1)([C:11]1[CH:12]=[CH:13][CH:14]=[CH:15][CH:16]=1)[C:4]12[CH2:5][CH2:6][N+:1]([CH2:35][CH2:34][CH2:33][O:32][C:28]3[CH:29]=[CH:30][CH:31]=[C:26]([N+:23]([O-:25])=[O:24])[CH:27]=3)([CH2:2][CH2:3]1)[CH2:8][CH2:7]2. The yield is 0.822. (2) The reactants are [Cl:1][C:2]1[S:6][C:5]([C@@H:7]2[CH2:9][C@H:8]2[C:10](=O)[CH3:11])=[CH:4][CH:3]=1.N1C=CC=CC=1.Cl.[CH3:20][O:21][NH2:22]. The catalyst is CO. The product is [CH3:20][O:21][N:22]=[C:10]([C@@H:8]1[CH2:9][C@H:7]1[C:5]1[S:6][C:2]([Cl:1])=[CH:3][CH:4]=1)[CH3:11]. The yield is 0.920. (3) The reactants are [CH2:1]([C:3]1[C:11]2[C:6](=[CH:7][CH:8]=[CH:9][C:10]=2[NH:12][C:13]([C:15]2[N:19]3[CH:20]=[CH:21][CH:22]=[CH:23][C:18]3=[N:17][CH:16]=2)=[O:14])[N:5]([CH2:24][C:25]2[CH:30]=[CH:29][CH:28]=[C:27]([OH:31])[N:26]=2)[N:4]=1)[CH3:2].CS(O[CH2:37][CH2:38][NH:39][C:40]([O:42][C:43]([CH3:46])([CH3:45])[CH3:44])=[O:41])(=O)=O.C(=O)([O-])[O-].[Cs+].[Cs+]. The catalyst is CN(C)C(=O)C.C(OCC)(=O)C.CO. The product is [CH2:1]([C:3]1[C:11]2[C:6](=[CH:7][CH:8]=[CH:9][C:10]=2[NH:12][C:13]([C:15]2[N:19]3[CH:20]=[CH:21][CH:22]=[CH:23][C:18]3=[N:17][CH:16]=2)=[O:14])[N:5]([CH2:24][C:25]2[N:26]=[C:27]([O:31][CH2:37][CH2:38][NH:39][C:40](=[O:41])[O:42][C:43]([CH3:46])([CH3:45])[CH3:44])[CH:28]=[CH:29][CH:30]=2)[N:4]=1)[CH3:2]. The yield is 0.330. (4) The reactants are Cl[C:2]1[N:7]=[C:6]([Cl:8])[N:5]=[C:4]2[N:9]([CH:12]3[CH2:17][CH2:16][CH2:15][CH2:14][O:13]3)[N:10]=[CH:11][C:3]=12.[C:18]([NH:22][C:23]1[CH:24]=[C:25](B(O)O)[CH:26]=[CH:27][CH:28]=1)(=[O:21])[CH:19]=[CH2:20].C1(P(C2C=CC=CC=2)C2C=CC=CC=2)C=CC=CC=1.C(=O)([O-])[O-].[Na+].[Na+]. The catalyst is C1(C)C=CC=CC=1.C([O-])(=O)C.[Pd+2].C([O-])(=O)C. The product is [Cl:8][C:6]1[N:5]=[C:4]2[N:9]([CH:12]3[CH2:17][CH2:16][CH2:15][CH2:14][O:13]3)[N:10]=[CH:11][C:3]2=[C:2]([C:25]2[CH:24]=[C:23]([NH:22][C:18](=[O:21])[CH:19]=[CH2:20])[CH:28]=[CH:27][CH:26]=2)[N:7]=1. The yield is 0.700. (5) The reactants are C([Li])CCC.[C@H:6]1([CH2:14][OH:15])[CH2:11][CH2:10][C@H:9]([CH2:12][OH:13])[CH2:8][CH2:7]1.BrCC1C2C(=O)NC(C(OCC)=O)=NC=2SC=1.N[C@H]1CC[C@H](CO[CH2:42][C:43]2[C:51]3[C:50](=[O:52])[NH:49][C:48]([C:53]([NH:55][CH2:56][C:57]4[CH:62]=[CH:61][CH:60]=[C:59]([O:63][CH3:64])[CH:58]=4)=[O:54])=[N:47][C:46]=3[S:45][CH:44]=2)CC1. The catalyst is C1COCC1. The product is [CH3:64][O:63][C:59]1[CH:58]=[C:57]([CH:62]=[CH:61][CH:60]=1)[CH2:56][NH:55][C:53]([C:48]1[NH:49][C:50](=[O:52])[C:51]2[C:43]([CH2:42][O:13][CH2:12][C@H:9]3[CH2:10][CH2:11][C@H:6]([CH2:14][OH:15])[CH2:7][CH2:8]3)=[CH:44][S:45][C:46]=2[N:47]=1)=[O:54]. The yield is 0.160.